Dataset: Retrosynthesis with 50K atom-mapped reactions and 10 reaction types from USPTO. Task: Predict the reactants needed to synthesize the given product. (1) Given the product CCN(C(=O)OCc1ccccc1)[C@H]1Cc2ccc(N=C(c3ccccc3)c3ccccc3)cc2C1, predict the reactants needed to synthesize it. The reactants are: CCN(C(=O)OCc1ccccc1)[C@H]1Cc2ccc(Br)cc2C1.N=C(c1ccccc1)c1ccccc1. (2) Given the product Cn1cc(-c2cc(OCc3cccnc3)c3c(C#CC4CC4)cnn3c2)cn1, predict the reactants needed to synthesize it. The reactants are: C#CC1CC1.Cn1cc(-c2cc(OCc3cccnc3)c3c(I)cnn3c2)cn1. (3) Given the product Cc1cc(C)cc([C@H](O)CBr)c1, predict the reactants needed to synthesize it. The reactants are: Cc1cc(C)cc(C(=O)CBr)c1. (4) Given the product Cc1cc(-c2nc(-c3ccc(OC(F)(F)F)cc3)no2)nn1Cc1cccc(N2CCC(C#N)CC2)c1, predict the reactants needed to synthesize it. The reactants are: Cc1cc(-c2nc(-c3ccc(OC(F)(F)F)cc3)no2)nn1Cc1cccc(Br)c1.N#CC1CCNCC1. (5) The reactants are: CC(=O)N1CCC(C(=O)c2ccc(Br)cc2F)CC1.NNc1ccccc1. Given the product CC(=O)N1CCC(C(=NNc2ccccc2)c2ccc(Br)cc2F)CC1, predict the reactants needed to synthesize it. (6) Given the product Cc1ccc(S(=O)(=O)OC[C@H]2CCCN(CC(c3ccccc3)c3ccccc3)C2)cc1, predict the reactants needed to synthesize it. The reactants are: Cc1ccc(S(=O)(=O)Cl)cc1.OC[C@H]1CCCN(CC(c2ccccc2)c2ccccc2)C1. (7) Given the product O=C1[C@@H]2C[C@@H](Oc3cnc(C4CC4)cn3)CN2CCN1Cc1cccc(C(F)(F)F)c1, predict the reactants needed to synthesize it. The reactants are: FC(F)(F)c1cccc(CBr)c1.O=C1NCCN2CC(Oc3cnc(C4CC4)cn3)CC12.